This data is from Catalyst prediction with 721,799 reactions and 888 catalyst types from USPTO. The task is: Predict which catalyst facilitates the given reaction. (1) Reactant: [CH:1]1([C:4]2[N:5]=[CH:6][C:7]([O:10][C@H:11]3[CH2:19][N:14]4[CH2:15][CH2:16][NH:17][CH2:18][C@@H:13]4[CH2:12]3)=[N:8][CH:9]=2)[CH2:3][CH2:2]1.[Cl:20][C:21](Cl)([O:23]C(=O)OC(Cl)(Cl)Cl)Cl. Product: [CH:1]1([C:4]2[N:5]=[CH:6][C:7]([O:10][C@H:11]3[CH2:19][N:14]4[CH2:15][CH2:16][N:17]([C:21]([Cl:20])=[O:23])[CH2:18][C@@H:13]4[CH2:12]3)=[N:8][CH:9]=2)[CH2:3][CH2:2]1. The catalyst class is: 4. (2) Reactant: [NH2:1][C:2]1[CH:6]=[C:5]([CH3:7])[NH:4][N:3]=1.CCN(CC)CC.[F:15][C:16]([F:27])([F:26])[C:17](O[C:17](=[O:18])[C:16]([F:27])([F:26])[F:15])=[O:18]. Product: [F:15][C:16]([F:27])([F:26])[C:17]([NH:1][C:2]1[CH:6]=[C:5]([CH3:7])[NH:4][N:3]=1)=[O:18]. The catalyst class is: 12. (3) Reactant: [CH3:1][N:2]([CH2:4][CH2:5][C:6]1[C:7]2[CH:13]=[CH:12][S:11][C:8]=2[NH:9][CH:10]=1)[CH3:3].[C:14]1([S:20](Cl)(=[O:22])=[O:21])[CH:19]=[CH:18][CH:17]=[CH:16][CH:15]=1.CC([O-])(C)C.[K+]. Product: [CH3:1][N:2]([CH2:4][CH2:5][C:6]1[C:7]2[CH:13]=[CH:12][S:11][C:8]=2[N:9]([S:20]([C:14]2[CH:19]=[CH:18][CH:17]=[CH:16][CH:15]=2)(=[O:22])=[O:21])[CH:10]=1)[CH3:3]. The catalyst class is: 1.